From a dataset of Peptide-MHC class II binding affinity with 134,281 pairs from IEDB. Regression. Given a peptide amino acid sequence and an MHC pseudo amino acid sequence, predict their binding affinity value. This is MHC class II binding data. (1) The peptide sequence is YIITPTNVSHIQSAVVSGRR. The MHC is DRB1_0802 with pseudo-sequence DRB1_0802. The binding affinity (normalized) is 0.614. (2) The peptide sequence is EKIEENGSMRVFVDVI. The MHC is HLA-DPA10103-DPB10401 with pseudo-sequence HLA-DPA10103-DPB10401. The binding affinity (normalized) is 0.413. (3) The peptide sequence is IKQTLIAIHTLAIRYANRTDV. The MHC is DRB1_0101 with pseudo-sequence DRB1_0101. The binding affinity (normalized) is 0.944. (4) The peptide sequence is DTAGWDTRITEADLD. The MHC is DRB1_1301 with pseudo-sequence DRB1_1301. The binding affinity (normalized) is 0. (5) The peptide sequence is DTFRKLFRVYSDFLR. The MHC is DRB1_0701 with pseudo-sequence DRB1_0701. The binding affinity (normalized) is 0.363. (6) The peptide sequence is AGGAGGVGAVGGKRG. The MHC is DRB1_0301 with pseudo-sequence DRB1_0301. The binding affinity (normalized) is 0. (7) The peptide sequence is KKAGLVGVLAGLAFQEMD. The MHC is DRB1_1101 with pseudo-sequence DRB1_1101. The binding affinity (normalized) is 0.808. (8) The peptide sequence is LTKKGNVWEVKSSKP. The MHC is HLA-DPA10103-DPB10301 with pseudo-sequence HLA-DPA10103-DPB10301. The binding affinity (normalized) is 0. (9) The peptide sequence is SGVLLNHFGLVEARY. The binding affinity (normalized) is 0.542. The MHC is DRB1_1201 with pseudo-sequence DRB1_1201. (10) The peptide sequence is AAAQKEVSGVKGFTL. The MHC is DRB1_1301 with pseudo-sequence DRB1_1301. The binding affinity (normalized) is 0.252.